This data is from Full USPTO retrosynthesis dataset with 1.9M reactions from patents (1976-2016). The task is: Predict the reactants needed to synthesize the given product. (1) The reactants are: [C:1]1([OH:7])C=CC=CC=1.[OH:8][NH:9][C:10]([C:12]1[CH:17]=[CH:16][C:15]([C:18]([F:21])([F:20])[F:19])=[CH:14][N:13]=1)=[NH:11].[C:22](O)(=O)[C:23]1[C:24](=[CH:26][CH:27]=[CH:28][CH:29]=1)[OH:25]. Given the product [CH3:1][O:7][C:27]1[CH:28]=[CH:29][C:23]([C:22]2[O:8][N:9]=[C:10]([C:12]3[CH:17]=[CH:16][C:15]([C:18]([F:19])([F:20])[F:21])=[CH:14][N:13]=3)[N:11]=2)=[C:24]([OH:25])[CH:26]=1, predict the reactants needed to synthesize it. (2) Given the product [CH3:11][O:10][C:9]1[CH:8]=[CH:7][C:6]([C:12]([F:15])([F:14])[F:13])=[C:3]2[C:2]=1[N:1]=[C:17]([OH:18])[N:16]=[CH:4]2, predict the reactants needed to synthesize it. The reactants are: [NH2:1][C:2]1[C:9]([O:10][CH3:11])=[CH:8][CH:7]=[C:6]([C:12]([F:15])([F:14])[F:13])[C:3]=1[CH:4]=O.[NH2:16][C:17](N)=[O:18]. (3) Given the product [CH2:1]([N:12]([CH:9]1[CH2:10][CH2:11]1)[CH2:13][CH2:14][CH2:15][CH2:16][N:17]([CH3:40])[C:18]([CH2:20][N:21]([CH2:28][C:29]1[CH:34]=[C:33]([C:35]([O:37][CH2:38][CH3:39])=[O:36])[CH:32]=[CH:31][N:30]=1)[C:22](=[O:27])[C:23]([F:25])([F:26])[F:24])=[O:19])[C:2]1[CH:7]=[CH:6][CH:5]=[CH:4][CH:3]=1, predict the reactants needed to synthesize it. The reactants are: [CH:1](=O)[C:2]1[CH:7]=[CH:6][CH:5]=[CH:4][CH:3]=1.[CH:9]1([NH:12][CH2:13][CH2:14][CH2:15][CH2:16][N:17]([CH3:40])[C:18]([CH2:20][N:21]([CH2:28][C:29]2[CH:34]=[C:33]([C:35]([O:37][CH2:38][CH3:39])=[O:36])[CH:32]=[CH:31][N:30]=2)[C:22](=[O:27])[C:23]([F:26])([F:25])[F:24])=[O:19])[CH2:11][CH2:10]1. (4) Given the product [C:17]([O:14][C:13]([N:6]1[C:7]2[C:12](=[CH:11][CH:10]=[CH:9][CH:8]=2)[C:4]([CH2:3][C:1]#[N:2])=[CH:5]1)=[O:15])([CH3:19])([CH3:18])[CH3:16], predict the reactants needed to synthesize it. The reactants are: [C:1]([CH2:3][C:4]1[C:12]2[C:7](=[CH:8][CH:9]=[CH:10][CH:11]=2)[N:6]([C:13]([OH:15])=[O:14])[CH:5]=1)#[N:2].[CH3:16][C:17](OC(OC(O[C:17]([CH3:19])([CH3:18])[CH3:16])=O)=O)([CH3:19])[CH3:18]. (5) The reactants are: [SH:1][C:2]1[N:7]=[C:6]2[CH2:8][CH2:9][CH2:10][CH2:11][CH2:12][C:5]2=[C:4]([C:13]2[S:14][CH:15]=[CH:16][CH:17]=2)[C:3]=1[C:18]#[N:19].Br[CH2:21][C:22]([O:24][C:25]([CH3:28])([CH3:27])[CH3:26])=[O:23].C(N(CC)CC)C.C[O-].[Na+]. Given the product [NH2:19][C:18]1[C:3]2[C:4]([C:13]3[S:14][CH:15]=[CH:16][CH:17]=3)=[C:5]3[CH2:12][CH2:11][CH2:10][CH2:9][CH2:8][C:6]3=[N:7][C:2]=2[S:1][C:21]=1[C:22]([O:24][C:25]([CH3:28])([CH3:27])[CH3:26])=[O:23], predict the reactants needed to synthesize it. (6) The reactants are: [CH2:1]([NH:5][C:6]1[CH:7]=[CH:8][C:9]2[N:10]([C:12](B(O)O)=[CH:13][N:14]=2)[N:11]=1)[CH2:2][CH2:3][CH3:4].Br[C:19]1[CH:20]=[CH:21][C:22]([CH2:25][NH2:26])=[N:23][CH:24]=1.[C:27](=[O:30])([O-])[O-:28].[K+].[K+]. Given the product [C:27]([OH:28])(=[O:30])[CH3:1].[NH2:26][CH2:25][C:22]1[N:23]=[CH:24][C:19]([C:12]2[N:10]3[N:11]=[C:6]([NH:5][CH2:1][CH2:2][CH2:3][CH3:4])[CH:7]=[CH:8][C:9]3=[N:14][CH:13]=2)=[CH:20][CH:21]=1, predict the reactants needed to synthesize it.